Dataset: NCI-60 drug combinations with 297,098 pairs across 59 cell lines. Task: Regression. Given two drug SMILES strings and cell line genomic features, predict the synergy score measuring deviation from expected non-interaction effect. (1) Drug 1: C1=CC=C(C(=C1)C(C2=CC=C(C=C2)Cl)C(Cl)Cl)Cl. Drug 2: CS(=O)(=O)OCCCCOS(=O)(=O)C. Cell line: ACHN. Synergy scores: CSS=18.1, Synergy_ZIP=-3.70, Synergy_Bliss=0.619, Synergy_Loewe=-0.665, Synergy_HSA=1.78. (2) Drug 1: CN1CCC(CC1)COC2=C(C=C3C(=C2)N=CN=C3NC4=C(C=C(C=C4)Br)F)OC. Drug 2: CC1OCC2C(O1)C(C(C(O2)OC3C4COC(=O)C4C(C5=CC6=C(C=C35)OCO6)C7=CC(=C(C(=C7)OC)O)OC)O)O. Cell line: HS 578T. Synergy scores: CSS=27.9, Synergy_ZIP=9.82, Synergy_Bliss=8.48, Synergy_Loewe=-4.02, Synergy_HSA=3.22. (3) Drug 1: C1=NC(=NC(=O)N1C2C(C(C(O2)CO)O)O)N. Drug 2: COC1=C2C(=CC3=C1OC=C3)C=CC(=O)O2. Cell line: SNB-75. Synergy scores: CSS=5.30, Synergy_ZIP=-3.13, Synergy_Bliss=-1.41, Synergy_Loewe=-5.53, Synergy_HSA=-0.746.